From a dataset of Forward reaction prediction with 1.9M reactions from USPTO patents (1976-2016). Predict the product of the given reaction. Given the reactants [CH2:1]([O:3][C:4]1[C:5]([C:10](O)=[O:11])=[N:6][CH:7]=[CH:8][CH:9]=1)[CH3:2].B.C1COCC1, predict the reaction product. The product is: [CH2:1]([O:3][C:4]1[C:5]([CH2:10][OH:11])=[N:6][CH:7]=[CH:8][CH:9]=1)[CH3:2].